The task is: Predict the reactants needed to synthesize the given product.. This data is from Full USPTO retrosynthesis dataset with 1.9M reactions from patents (1976-2016). (1) Given the product [NH4+:9].[OH-:28].[NH2:38][CH:39]1[CH2:44][CH2:43][N:42]([C:16]2[N:17]=[C:18]([C:19]3[CH:20]=[C:21]([NH:26][C:27]([C:29]4[CH:33]=[CH:32][S:31][CH:30]=4)=[O:28])[CH:22]=[CH:23][C:24]=3[CH3:25])[C:13]3[CH2:12][NH:11][C:10](=[O:37])[N:9]([C:3]4[C:2]([F:1])=[CH:7][CH:6]=[CH:5][C:4]=4[F:8])[C:14]=3[N:15]=2)[CH2:41][CH2:40]1, predict the reactants needed to synthesize it. The reactants are: [F:1][C:2]1[CH:7]=[CH:6][CH:5]=[C:4]([F:8])[C:3]=1[N:9]1[C:14]2[N:15]=[C:16](S(C)=O)[N:17]=[C:18]([C:19]3[CH:20]=[C:21]([NH:26][C:27]([C:29]4[CH:33]=[CH:32][S:31][CH:30]=4)=[O:28])[CH:22]=[CH:23][C:24]=3[CH3:25])[C:13]=2[CH2:12][NH:11][C:10]1=[O:37].[NH2:38][CH:39]1[CH2:44][CH2:43][NH:42][CH2:41][CH2:40]1. (2) Given the product [F:19][C:16]([F:17])([F:18])[C:41]([OH:40])=[O:36].[CH3:26][C:23]1([CH3:27])[C:24](=[O:25])[N:20]([C:11]2[CH:12]=[CH:13][C:14]([O:15][C:16]([F:17])([F:18])[F:19])=[C:9]([NH:8][C:41](=[O:40])[C:37]3[CH:38]=[CH:39][CH:4]=[N:3][CH:1]=3)[CH:10]=2)[C:21](=[O:35])[N:22]1[CH2:28][C:29]1[CH:34]=[CH:33][N:32]=[CH:31][CH:30]=1, predict the reactants needed to synthesize it. The reactants are: [CH2:1]([N:3](CC)[CH2:4]C)C.[NH2:8][C:9]1[CH:10]=[C:11]([N:20]2[C:24](=[O:25])[C:23]([CH3:27])([CH3:26])[N:22]([CH2:28][C:29]3[CH:34]=[CH:33][N:32]=[CH:31][CH:30]=3)[C:21]2=[O:35])[CH:12]=[CH:13][C:14]=1[O:15][C:16]([F:19])([F:18])[F:17].[OH2:36].[CH2:37]1[CH2:41][O:40][CH2:39][CH2:38]1. (3) Given the product [Br:1][C:2]1[CH:3]=[N:4][C:5]2[N:6]([N:8]=[C:9]([C:11]([N:24]3[CH2:23][CH2:22][C:21]4[C:26](=[C:17]([N:16]([CH2:28][CH3:29])[CH2:14][CH3:15])[CH:18]=[CH:19][CH:20]=4)[CH:25]3[CH3:27])=[O:13])[CH:10]=2)[CH:7]=1, predict the reactants needed to synthesize it. The reactants are: [Br:1][C:2]1[CH:3]=[N:4][C:5]2[N:6]([N:8]=[C:9]([C:11]([OH:13])=O)[CH:10]=2)[CH:7]=1.[CH2:14]([N:16]([CH2:28][CH3:29])[C:17]1[CH:18]=[CH:19][CH:20]=[C:21]2[C:26]=1[CH:25]([CH3:27])[NH:24][CH2:23][CH2:22]2)[CH3:15].